From a dataset of Reaction yield outcomes from USPTO patents with 853,638 reactions. Predict the reaction yield, written as a fraction of the theoretical maximum amount of product (1.0 means a 100% yield; for example, 0.34 means a 34% yield). (1) The reactants are C(Cl)CCl.Cl.[O:6]=[C:7]1[NH:16][C:15]2[N:14]=[CH:13][C:12](/[CH:17]=[CH:18]/[C:19]([OH:21])=O)=[CH:11][C:10]=2[CH2:9][CH2:8]1.[OH:22][CH2:23][CH2:24][N:25]1[C:33]2[C:28](=[CH:29][CH:30]=[CH:31][CH:32]=2)[C:27]([CH2:34][NH:35][CH3:36])=[CH:26]1.C1C=CC2N(O)N=NC=2C=1.O.C(N(C(C)C)CC)(C)C. The catalyst is CN(C=O)C. The product is [OH:22][CH2:23][CH2:24][N:25]1[C:33]2[C:28](=[CH:29][CH:30]=[CH:31][CH:32]=2)[C:27]([CH2:34][N:35]([CH3:36])[C:19](=[O:21])/[CH:18]=[CH:17]/[C:12]2[CH:13]=[N:14][C:15]3[NH:16][C:7](=[O:6])[CH2:8][CH2:9][C:10]=3[CH:11]=2)=[CH:26]1. The yield is 0.270. (2) The reactants are [C:1]([O:5][C:6]([N:8]1[C:12]([CH2:26][CH2:27][C:28]2[CH:33]=[CH:32][C:31]([O:34][CH2:35][C:36]3[CH:41]=[CH:40][CH:39]=[CH:38][CH:37]=3)=[CH:30][CH:29]=2)([CH2:13][O:14]C(=O)C2C=CC=CC=2[N+]([O-])=O)[CH2:11][O:10][C:9]1([CH3:43])[CH3:42])=[O:7])([CH3:4])([CH3:3])[CH3:2].C([O-])([O-])=O.[K+].[K+]. The catalyst is CO.C1COCC1. The product is [C:1]([O:5][C:6]([N:8]1[C:12]([CH2:26][CH2:27][C:28]2[CH:29]=[CH:30][C:31]([O:34][CH2:35][C:36]3[CH:41]=[CH:40][CH:39]=[CH:38][CH:37]=3)=[CH:32][CH:33]=2)([CH2:13][OH:14])[CH2:11][O:10][C:9]1([CH3:43])[CH3:42])=[O:7])([CH3:4])([CH3:2])[CH3:3]. The yield is 0.850.